This data is from Peptide-MHC class I binding affinity with 185,985 pairs from IEDB/IMGT. The task is: Regression. Given a peptide amino acid sequence and an MHC pseudo amino acid sequence, predict their binding affinity value. This is MHC class I binding data. (1) The binding affinity (normalized) is 0.104. The MHC is HLA-A26:01 with pseudo-sequence HLA-A26:01. The peptide sequence is NYTQHTSSM. (2) The peptide sequence is AYQPTRWFI. The MHC is HLA-B39:01 with pseudo-sequence HLA-B39:01. The binding affinity (normalized) is 0.0847. (3) The MHC is HLA-A02:01 with pseudo-sequence HLA-A02:01. The binding affinity (normalized) is 0.698. The peptide sequence is GLLGWSPQA. (4) The peptide sequence is EVIPYTPAM. The MHC is HLA-A02:01 with pseudo-sequence HLA-A02:01. The binding affinity (normalized) is 0.201. (5) The peptide sequence is AMIDRLHQT. The MHC is HLA-B35:01 with pseudo-sequence HLA-B35:01. The binding affinity (normalized) is 0.0847. (6) The peptide sequence is AFHHIAREK. The MHC is HLA-A11:01 with pseudo-sequence HLA-A11:01. The binding affinity (normalized) is 0. (7) The peptide sequence is SIWSRVVQF. The MHC is H-2-Kb with pseudo-sequence H-2-Kb. The binding affinity (normalized) is 0.583.